Dataset: Full USPTO retrosynthesis dataset with 1.9M reactions from patents (1976-2016). Task: Predict the reactants needed to synthesize the given product. (1) Given the product [ClH:24].[N:1]1([CH2:7][CH2:8][CH2:9][N:10]2[CH2:15][CH2:14][NH:13][CH2:12][C:11]2=[O:23])[CH2:6][CH2:5][O:4][CH2:3][CH2:2]1, predict the reactants needed to synthesize it. The reactants are: [N:1]1([CH2:7][CH2:8][CH2:9][N:10]2[CH2:15][CH2:14][N:13](C(OC(C)(C)C)=O)[CH2:12][C:11]2=[O:23])[CH2:6][CH2:5][O:4][CH2:3][CH2:2]1.[ClH:24]. (2) Given the product [Cl:27][C:28]1[C:29]([O:40][CH3:41])=[CH:30][C:31]([O:38][CH3:39])=[C:32]([Cl:37])[C:33]=1[NH:34][C:35](=[O:36])[N:17]([C:15]1[CH:16]=[C:11]([NH:10][C:5]2[CH:6]=[CH:7][CH:8]=[CH:9][C:4]=2[N+:1]([O-:3])=[O:2])[N:12]=[CH:13][N:14]=1)[CH2:18][C:19]1[CH:20]=[N:21][CH:22]=[CH:23][CH:24]=1, predict the reactants needed to synthesize it. The reactants are: [N+:1]([C:4]1[CH:9]=[CH:8][CH:7]=[CH:6][C:5]=1[NH:10][C:11]1[CH:16]=[C:15]([NH:17][CH2:18][C:19]2[CH:20]=[N:21][CH:22]=[CH:23][CH:24]=2)[N:14]=[CH:13][N:12]=1)([O-:3])=[O:2].[H-].[Na+].[Cl:27][C:28]1[C:33]([N:34]=[C:35]=[O:36])=[C:32]([Cl:37])[C:31]([O:38][CH3:39])=[CH:30][C:29]=1[O:40][CH3:41].O. (3) Given the product [Cl:1][C:2]1[CH:7]=[CH:6][CH:5]=[CH:4][C:3]=1[N:8]1[CH:12]=[C:11]([CH2:13][OH:14])[CH:10]=[N:9]1, predict the reactants needed to synthesize it. The reactants are: [Cl:1][C:2]1[CH:7]=[CH:6][CH:5]=[CH:4][C:3]=1[N:8]1[CH:12]=[C:11]([C:13](OCC)=[O:14])[CH:10]=[N:9]1.[H-].[Al+3].[Li+].[H-].[H-].[H-].O.C(C(C(C([O-])=O)O)O)([O-])=O.[Na+].[K+]. (4) Given the product [NH3:3].[NH2:22][CH2:21][C:15]1[N:16]([CH2:17][CH:18]([CH3:20])[CH3:19])[C:12]2[C:11]3[CH:10]=[CH:9][CH:8]=[CH:7][C:6]=3[N:5]=[C:4]([NH2:3])[C:13]=2[N:14]=1, predict the reactants needed to synthesize it. The reactants are: NN.[NH2:3][C:4]1[C:13]2[N:14]=[C:15]([CH2:21][N:22]3C(=O)C4C(=CC=CC=4)C3=O)[N:16]([CH2:17][CH:18]([CH3:20])[CH3:19])[C:12]=2[C:11]2[CH:10]=[CH:9][CH:8]=[CH:7][C:6]=2[N:5]=1.